This data is from Catalyst prediction with 721,799 reactions and 888 catalyst types from USPTO. The task is: Predict which catalyst facilitates the given reaction. (1) Reactant: [Cl:1][C:2]1[N:7]=[C:6]([N:8]2[CH2:13][CH2:12][O:11][CH2:10][CH2:9]2)[C:5]([O:14]C)=[CH:4][N:3]=1.[Cl-].[Al+3].[Cl-].[Cl-]. Product: [Cl:1][C:2]1[N:7]=[C:6]([N:8]2[CH2:13][CH2:12][O:11][CH2:10][CH2:9]2)[C:5]([OH:14])=[CH:4][N:3]=1. The catalyst class is: 2. (2) Reactant: [O:1]1[CH2:6][CH2:5][N:4]([C:7]2[CH:12]=[CH:11][C:10]([C:13]3[N:22]=[C:21]([N:23]4[CH2:27][CH2:26][C@@H:25]([CH2:28][NH2:29])[CH2:24]4)[C:20]4[C:15](=[N:16][CH:17]=[CH:18][N:19]=4)[CH:14]=3)=[CH:9][CH:8]=2)[CH2:3][CH2:2]1.CCN(C(C)C)C(C)C.[Si]([N:43]=[C:44]=[O:45])(C)(C)C.C([O-])(O)=O.[Na+]. Product: [O:1]1[CH2:2][CH2:3][N:4]([C:7]2[CH:12]=[CH:11][C:10]([C:13]3[N:22]=[C:21]([N:23]4[CH2:27][CH2:26][C@@H:25]([CH2:28][NH:29][C:44]([NH2:43])=[O:45])[CH2:24]4)[C:20]4[C:15](=[N:16][CH:17]=[CH:18][N:19]=4)[CH:14]=3)=[CH:9][CH:8]=2)[CH2:5][CH2:6]1. The catalyst class is: 2.